This data is from Forward reaction prediction with 1.9M reactions from USPTO patents (1976-2016). The task is: Predict the product of the given reaction. (1) Given the reactants [OH:1][C:2]1[CH:7]=[CH:6][C:5]([CH2:8][CH2:9][CH2:10][OH:11])=[CH:4][CH:3]=1.[H-].[Na+].I[CH2:15][CH3:16], predict the reaction product. The product is: [CH2:15]([O:1][C:2]1[CH:3]=[CH:4][C:5]([CH2:8][CH2:9][CH2:10][OH:11])=[CH:6][CH:7]=1)[CH3:16]. (2) Given the reactants [SiH4].[NH2:2][C@H:3](C(O)=O)[CH2:4][C:5]1C=CC=CC=1.O=C1[NH:20][CH2:19][CH2:18]NC1=O.[O:22]1C=CNC1=O.[NH:28]([C:37]([O:39]C(C)(C)C)=O)[C@H:29]([C:34]([OH:36])=[O:35])[CH2:30][CH:31](C)C.CCN(C(C)C)C(C)C, predict the reaction product. The product is: [CH3:31][C@@H:30]([OH:22])[C@H:29]([NH:28][C:37]([C@@H:3]([NH2:2])[CH2:4][CH2:5][CH2:18][CH2:19][NH2:20])=[O:39])[C:34]([OH:36])=[O:35].